From a dataset of Catalyst prediction with 721,799 reactions and 888 catalyst types from USPTO. Predict which catalyst facilitates the given reaction. (1) Reactant: [CH2:1]([O:3][C:4]([C:6]1[N:10]([CH2:11][C:12]2[CH:17]=[CH:16][CH:15]=[C:14]([Cl:18])[CH:13]=2)[C:9]2[CH:19]=[C:20](Br)[S:21][C:8]=2[CH:7]=1)=[O:5])[CH3:2].[F:23][C:24]([F:39])([F:38])[C:25]1[CH:26]=[C:27](B(O)O)[CH:28]=[C:29]([C:31]([F:34])([F:33])[F:32])[CH:30]=1.[O-]P([O-])([O-])=O.[K+].[K+].[K+].C(P(C(C)(C)C)C1C=CC=CC=1C1C=CC=CC=1)(C)(C)C.C([O-])([O-])=O.[Na+].[Na+]. Product: [CH2:1]([O:3][C:4]([C:6]1[N:10]([CH2:11][C:12]2[CH:17]=[CH:16][CH:15]=[C:14]([Cl:18])[CH:13]=2)[C:9]2[CH:19]=[C:20]([C:27]3[CH:28]=[C:29]([C:31]([F:34])([F:32])[F:33])[CH:30]=[C:25]([C:24]([F:23])([F:39])[F:38])[CH:26]=3)[S:21][C:8]=2[CH:7]=1)=[O:5])[CH3:2]. The catalyst class is: 222. (2) Reactant: C[C:2]1[C:3]([NH2:15])=[C:4]([CH:8]=[C:9]([O:13][CH3:14])[C:10]=1[O:11][CH3:12])[C:5](O)=[O:6].[CH3:16][NH2:17]. Product: [CH3:14][O:13][C:9]1[CH:8]=[C:4]2[C:3](=[CH:2][C:10]=1[O:11][CH3:12])[N:15]=[CH:16][NH:17][C:5]2=[O:6]. The catalyst class is: 8. (3) Reactant: [O:1]=[C:2]1[N:8]([CH:9]2[CH2:14][CH2:13][N:12]([C:15]([O:17][C@@H:18]([C:36](O)=[O:37])[CH2:19][C:20]3[CH:25]=[C:24]([CH3:26])[C:23]([O:27][CH2:28][C:29]4[CH:34]=[CH:33][CH:32]=[CH:31][CH:30]=4)=[C:22]([CH3:35])[CH:21]=3)=[O:16])[CH2:11][CH2:10]2)[CH2:7][CH2:6][C:5]2[CH:39]=[CH:40][CH:41]=[CH:42][C:4]=2[NH:3]1.CN(C(ON1N=NC2C=CC=CC1=2)=[N+](C)C)C.[B-](F)(F)(F)F.C(N(CC)CC)C.[N:72]1([CH:78]2[CH2:83][CH2:82][N:81]([CH2:84][C:85]([O:87][CH2:88][CH3:89])=[O:86])[CH2:80][CH2:79]2)[CH2:77][CH2:76][NH:75][CH2:74][CH2:73]1.C([O-])([O-])=O.[K+].[K+]. Product: [O:1]=[C:2]1[N:8]([CH:9]2[CH2:14][CH2:13][N:12]([C:15]([O:17][C@H:18]([CH2:19][C:20]3[CH:21]=[C:22]([CH3:35])[C:23]([O:27][CH2:28][C:29]4[CH:34]=[CH:33][CH:32]=[CH:31][CH:30]=4)=[C:24]([CH3:26])[CH:25]=3)[C:36]([N:75]3[CH2:76][CH2:77][N:72]([CH:78]4[CH2:83][CH2:82][N:81]([CH2:84][C:85]([O:87][CH2:88][CH3:89])=[O:86])[CH2:80][CH2:79]4)[CH2:73][CH2:74]3)=[O:37])=[O:16])[CH2:11][CH2:10]2)[CH2:7][CH2:6][C:5]2[CH:39]=[CH:40][CH:41]=[CH:42][C:4]=2[NH:3]1. The catalyst class is: 3.